Dataset: TCR-epitope binding with 47,182 pairs between 192 epitopes and 23,139 TCRs. Task: Binary Classification. Given a T-cell receptor sequence (or CDR3 region) and an epitope sequence, predict whether binding occurs between them. (1) The epitope is VLWAHGFEL. The TCR CDR3 sequence is CASSPDSTGELFF. Result: 1 (the TCR binds to the epitope). (2) The epitope is TLIGDCATV. The TCR CDR3 sequence is CASSYSSAEEKLFF. Result: 0 (the TCR does not bind to the epitope). (3) The epitope is KMKDLSPRW. The TCR CDR3 sequence is CSAARQAGTEAFF. Result: 0 (the TCR does not bind to the epitope).